This data is from Reaction yield outcomes from USPTO patents with 853,638 reactions. The task is: Predict the reaction yield, written as a fraction of the theoretical maximum amount of product (1.0 means a 100% yield; for example, 0.34 means a 34% yield). (1) The product is [F:1][C:2]1[C:7]([N:9]2[CH2:14][CH2:13][O:12][CH2:11][CH2:10]2)=[CH:6][CH:5]=[CH:4][N:3]=1. The yield is 0.675. The reactants are [F:1][C:2]1[C:7](I)=[CH:6][CH:5]=[CH:4][N:3]=1.[NH:9]1[CH2:14][CH2:13][O:12][CH2:11][CH2:10]1.C1(P(C2CCCCC2)C2C=CC=CC=2C2C(OC)=CC=CC=2OC)CCCCC1.CC(C)([O-])C.[Na+]. The catalyst is C1C=CC(/C=C/C(/C=C/C2C=CC=CC=2)=O)=CC=1.C1C=CC(/C=C/C(/C=C/C2C=CC=CC=2)=O)=CC=1.C1C=CC(/C=C/C(/C=C/C2C=CC=CC=2)=O)=CC=1.[Pd].[Pd]. (2) The reactants are Br[C:2]1[CH:12]=[N:11][C:10]2[NH:9][C:8](=[O:13])[C:7]([CH3:15])([CH3:14])[CH2:6][O:5][C:4]=2[CH:3]=1.[C:16]([O:20][C:21]([CH3:24])([CH3:23])[CH3:22])(=[O:19])[CH:17]=[CH2:18].CCN(C(C)C)C(C)C.CC1C=CC=CC=1P(C1C=CC=CC=1C)C1C=CC=CC=1C. The catalyst is CN(C=O)C.CC([O-])=O.CC([O-])=O.[Pd+2]. The product is [CH3:14][C:7]1([CH3:15])[CH2:6][O:5][C:4]2[CH:3]=[C:2](/[CH:18]=[CH:17]/[C:16]([O:20][C:21]([CH3:24])([CH3:23])[CH3:22])=[O:19])[CH:12]=[N:11][C:10]=2[NH:9][C:8]1=[O:13]. The yield is 0.870. (3) The reactants are [CH3:1][N:2]1[C:6](SC)=[N:5][N:4]=[C:3]1[C:9]1[CH:14]=[CH:13][N:12]=[CH:11][CH:10]=1.[O-][Mn](=O)(=O)=O.[K+].[S:21]([O-:24])(O)=[O:22].[Na+].[C:26](O)(=O)C. The catalyst is O. The product is [CH3:26][S:21]([C:6]1[N:2]([CH3:1])[C:3]([C:9]2[CH:14]=[CH:13][N:12]=[CH:11][CH:10]=2)=[N:4][N:5]=1)(=[O:24])=[O:22]. The yield is 0.870. (4) The reactants are C([NH:8][C:9]1[C:10]([CH3:32])=[C:11]([CH3:31])[C:12]2[O:16][CH2:15][CH:14]([C:17]3[CH:22]=[CH:21][C:20]([C:23]4[CH:28]=[CH:27][CH:26]=[CH:25][CH:24]=4)=[CH:19][CH:18]=3)[C:13]=2[C:29]=1[CH3:30])C1C=CC=CC=1. The catalyst is CCCCCC. The product is [C:20]1([C:23]2[CH:24]=[CH:25][CH:26]=[CH:27][CH:28]=2)[CH:21]=[CH:22][C:17]([CH:14]2[C:13]3[C:29]([CH3:30])=[C:9]([NH2:8])[C:10]([CH3:32])=[C:11]([CH3:31])[C:12]=3[O:16][CH2:15]2)=[CH:18][CH:19]=1. The yield is 0.890. (5) The reactants are [CH3:1][C:2]1[C:10]2[C:5](=[CH:6][CH:7]=[CH:8][CH:9]=2)[NH:4][CH:3]=1.[H-].[Na+].I[CH3:14]. The catalyst is CN(C=O)C. The yield is 0.970. The product is [CH3:14][N:4]1[C:5]2[C:10](=[CH:9][CH:8]=[CH:7][CH:6]=2)[C:2]([CH3:1])=[CH:3]1. (6) The reactants are [NH:1]1[C:5]2[CH:6]=[CH:7][CH:8]=[CH:9][C:4]=2[N:3]=[C:2]1[C:10]1([C:16]#[N:17])[CH2:15][CH2:14][NH:13][CH2:12][CH2:11]1. The catalyst is C1COCC1. The product is [NH:1]1[C:5]2[CH:6]=[CH:7][CH:8]=[CH:9][C:4]=2[N:3]=[C:2]1[C:10]1([CH2:16][NH2:17])[CH2:11][CH2:12][NH:13][CH2:14][CH2:15]1. The yield is 0.810.